From a dataset of Forward reaction prediction with 1.9M reactions from USPTO patents (1976-2016). Predict the product of the given reaction. (1) Given the reactants [CH2:1]([O:3][C:4](=[O:21])[CH2:5][CH2:6][CH:7]1[CH2:20][C:11]2=[N:12][C:13]3[N:14]=[CH:15][CH:16]=[CH:17][C:18]=3[CH:19]=[C:10]2[CH2:9][CH2:8]1)[CH3:2], predict the reaction product. The product is: [CH2:1]([O:3][C:4](=[O:21])[CH2:5][CH2:6][CH:7]1[CH2:20][C:11]2=[N:12][C:13]3[NH:14][CH2:15][CH2:16][CH2:17][C:18]=3[CH:19]=[C:10]2[CH2:9][CH2:8]1)[CH3:2]. (2) Given the reactants [CH3:1][O:2][C:3](=[O:15])[C:4]1[CH:9]=[CH:8][C:7]([Br:10])=[C:6]([OH:11])[C:5]=1[N+:12]([O-])=O.S(S([O-])=O)([O-])=O.[Na+].[Na+], predict the reaction product. The product is: [CH3:1][O:2][C:3](=[O:15])[C:4]1[CH:9]=[CH:8][C:7]([Br:10])=[C:6]([OH:11])[C:5]=1[NH2:12]. (3) Given the reactants F[C:2]1[CH:14]=[CH:13][C:5]([C:6]([O:8][C:9]([CH3:12])([CH3:11])[CH3:10])=[O:7])=[CH:4][CH:3]=1.[NH:15]1[CH2:19][CH2:18][C@H:17]([OH:20])[CH2:16]1.C(=O)([O-])[O-].[K+].[K+], predict the reaction product. The product is: [OH:20][C@H:17]1[CH2:18][CH2:19][N:15]([C:2]2[CH:14]=[CH:13][C:5]([C:6]([O:8][C:9]([CH3:12])([CH3:11])[CH3:10])=[O:7])=[CH:4][CH:3]=2)[CH2:16]1. (4) Given the reactants [CH3:1][S:2]([CH2:5][C:6]#[N:7])(=[O:4])=[O:3].[C:8](=O)([O-])[O-].[K+].[K+].[CH3:14][O:15][C:16]1[CH:17]=[C:18]([N:24]=[C:25]=[S:26])[CH:19]=[C:20]([O:22][CH3:23])[CH:21]=1.CI, predict the reaction product. The product is: [CH3:14][O:15][C:16]1[CH:17]=[C:18]([NH:24][C:25]([S:26][CH3:8])=[C:5]([S:2]([CH3:1])(=[O:4])=[O:3])[C:6]#[N:7])[CH:19]=[C:20]([O:22][CH3:23])[CH:21]=1. (5) The product is: [I-:15].[CH2:26]([N+:11]1[CH:10]=[CH:9][C:8]2[CH2:7][CH2:6][C@@H:5]3[CH2:4][CH2:3][N:2]([CH3:1])[C@@H:14]3[C:13]=2[CH:12]=1)[CH2:25][CH2:24][CH2:23][CH2:22][CH2:21][CH2:20][CH2:19][CH2:18][CH2:17][CH2:16][CH3:27]. Given the reactants [CH3:1][N:2]1[C@H:14]2[C@H:5]([CH2:6][CH2:7][C:8]3[CH:9]=[CH:10][N:11]=[CH:12][C:13]=32)[CH2:4][CH2:3]1.[I:15][CH2:16][CH2:17][CH2:18][CH2:19][CH2:20][CH2:21][CH2:22][CH2:23][CH2:24][CH2:25][CH3:26].[CH3:27]C(O)=O, predict the reaction product. (6) Given the reactants [CH2:1]([C:5]1[C:6](=O)[CH2:7][CH2:8][C:9]2([CH3:20])[C:18]=1[CH2:17][CH2:16][C:15]1[C:10]2=[CH:11][CH:12]=[C:13]([OH:19])[CH:14]=1)[CH2:2][CH2:3][CH3:4], predict the reaction product. The product is: [CH2:1]([C:5]1[CH2:6][CH2:7][CH2:8][C:9]2([CH3:20])[C:18]=1[CH2:17][CH2:16][C:15]1[CH:14]=[C:13]([OH:19])[CH:12]=[CH:11][C:10]2=1)[CH2:2][CH2:3][CH3:4]. (7) Given the reactants [Cl:1][C:2]1[CH:3]=[C:4]([N:8](OC2CCCCO2)[C:9]([C:11]2[O:12][C:13]3[C:19]([NH:20][C:21](=[O:23])[CH3:22])=[CH:18][CH:17]=[CH:16][C:14]=3[CH:15]=2)=[NH:10])[CH:5]=[CH:6][CH:7]=1.C[OH:32], predict the reaction product. The product is: [Cl:1][C:2]1[CH:3]=[C:4]([NH:8][C:9]([C:11]2[O:12][C:13]3[C:19]([NH:20][C:21](=[O:23])[CH3:22])=[CH:18][CH:17]=[CH:16][C:14]=3[CH:15]=2)=[N:10][OH:32])[CH:5]=[CH:6][CH:7]=1. (8) Given the reactants [F:1][C:2]1[N:7]=[C:6]([C:8]2[N:13]=[CH:12][N:11]=[C:10]([NH:14][C@H:15]3[CH2:20][CH2:19][C@H:18]([NH:21]C(=O)OC(C)(C)C)[CH2:17][CH2:16]3)[CH:9]=2)[CH:5]=[CH:4][CH:3]=1.FC(F)(F)C(O)=O, predict the reaction product. The product is: [F:1][C:2]1[N:7]=[C:6]([C:8]2[N:13]=[CH:12][N:11]=[C:10]([NH:14][C@H:15]3[CH2:20][CH2:19][C@H:18]([NH2:21])[CH2:17][CH2:16]3)[CH:9]=2)[CH:5]=[CH:4][CH:3]=1. (9) Given the reactants [F:1][C:2]1[C:7]([F:8])=[CH:6][C:5]([OH:9])=[C:4]([O:10][CH3:11])[CH:3]=1.[CH2:12]([CH:14]1[O:16][CH2:15]1)Br.[OH-].[K+].Cl, predict the reaction product. The product is: [F:1][C:2]1[C:7]([F:8])=[CH:6][C:5]([O:9][CH2:12][CH:14]2[CH2:15][O:16]2)=[C:4]([O:10][CH3:11])[CH:3]=1. (10) Given the reactants [C:1]([O:5][C:6]([NH:8][C@H:9]1[CH2:13][CH2:12][C@@H:11]([C:14]([OH:16])=O)[CH2:10]1)=[O:7])([CH3:4])([CH3:3])[CH3:2].C1C=CC2N(O)N=[N:23][C:21]=2C=1.C(Cl)CCl.CN, predict the reaction product. The product is: [CH3:21][NH:23][C:14]([C@@H:11]1[CH2:12][CH2:13][C@H:9]([NH:8][C:6](=[O:7])[O:5][C:1]([CH3:4])([CH3:3])[CH3:2])[CH2:10]1)=[O:16].